Dataset: Full USPTO retrosynthesis dataset with 1.9M reactions from patents (1976-2016). Task: Predict the reactants needed to synthesize the given product. (1) Given the product [F:1][C:2]([F:26])([F:25])[CH2:3][NH:4][C:5]([C:7]1([CH2:20][CH2:21][CH2:22][CH2:23][N:46]2[CH2:47][CH2:48][N:43]([C:35]3[N:34]([CH2:27][C:28]4[CH:33]=[CH:32][CH:31]=[CH:30][CH:29]=4)[C:38]4[CH:39]=[CH:40][CH:41]=[CH:42][C:37]=4[N:36]=3)[CH2:44][CH2:45]2)[C:19]2[CH:18]=[CH:17][CH:16]=[CH:15][C:14]=2[C:13]2[C:8]1=[CH:9][CH:10]=[CH:11][CH:12]=2)=[O:6], predict the reactants needed to synthesize it. The reactants are: [F:1][C:2]([F:26])([F:25])[CH2:3][NH:4][C:5]([C:7]1([CH2:20][CH2:21][CH2:22][CH2:23]Br)[C:19]2[CH:18]=[CH:17][CH:16]=[CH:15][C:14]=2[C:13]2[C:8]1=[CH:9][CH:10]=[CH:11][CH:12]=2)=[O:6].[CH2:27]([N:34]1[C:38]2[CH:39]=[CH:40][CH:41]=[CH:42][C:37]=2[N:36]=[C:35]1[N:43]1[CH2:48][CH2:47][NH:46][CH2:45][CH2:44]1)[C:28]1[CH:33]=[CH:32][CH:31]=[CH:30][CH:29]=1. (2) Given the product [CH2:3]([N:10]1[C:18]2[C:13](=[CH:14][CH:15]=[CH:16][CH:17]=2)[C:12]([CH2:19][O:24][CH2:23][CH2:22][CH2:21][OH:25])=[N:11]1)[C:4]1[CH:9]=[CH:8][CH:7]=[CH:6][CH:5]=1, predict the reactants needed to synthesize it. The reactants are: [OH-].[Na+].[CH2:3]([N:10]1[C:18]2[C:13](=[CH:14][CH:15]=[CH:16][CH:17]=2)[C:12]([CH2:19]Cl)=[N:11]1)[C:4]1[CH:9]=[CH:8][CH:7]=[CH:6][CH:5]=1.[CH2:21]([OH:25])[CH2:22][CH2:23][OH:24]. (3) Given the product [NH2:33][C@@H:9]([CH2:10][C:11]([NH:12][C:13]([C:14]1[CH:19]=[CH:18][CH:17]=[CH:16][CH:15]=1)([C:26]1[CH:27]=[CH:28][CH:29]=[CH:30][CH:31]=1)[C:20]1[CH:21]=[CH:22][CH:23]=[CH:24][CH:25]=1)=[O:32])[C:8]([N:7]([CH2:6][C:4]1[C:3]2[CH:61]=[CH:62][CH:63]=[CH:64][C:2]=2[S:1][CH:5]=1)[C@@H:52]([CH3:60])[CH:53]([O:54][CH2:55][CH3:56])[O:57][CH2:58][CH3:59])=[O:51], predict the reactants needed to synthesize it. The reactants are: [S:1]1[CH:5]=[C:4]([CH2:6][N:7]([C@@H:52]([CH3:60])[CH:53]([O:57][CH2:58][CH3:59])[O:54][CH2:55][CH3:56])[C:8](=[O:51])[C@@H:9]([NH:33]C(=O)OCC2C3C=CC=CC=3C3C2=CC=CC=3)[CH2:10][C:11](=[O:32])[NH:12][C:13]([C:26]2[CH:31]=[CH:30][CH:29]=[CH:28][CH:27]=2)([C:20]2[CH:25]=[CH:24][CH:23]=[CH:22][CH:21]=2)[C:14]2[CH:19]=[CH:18][CH:17]=[CH:16][CH:15]=2)[C:3]2[CH:61]=[CH:62][CH:63]=[CH:64][C:2]1=2.N1CCCCC1.CC(=O)OCC.CO. (4) Given the product [CH3:25][O:26][CH2:27][NH:28][C:17](=[O:19])[CH2:16][N:11]([CH2:12][C:13]([OH:15])=[O:14])[C:9]([O:8][CH2:1][C:2]1[CH:3]=[CH:4][CH:5]=[CH:6][CH:7]=1)=[O:10], predict the reactants needed to synthesize it. The reactants are: [CH2:1]([O:8][C:9]([N:11]([CH2:16][C:17]([OH:19])=O)[CH2:12][C:13]([OH:15])=[O:14])=[O:10])[C:2]1[CH:7]=[CH:6][CH:5]=[CH:4][CH:3]=1.C(Cl)CCl.Cl.[CH3:25][O:26][CH2:27][NH2:28].CCN(C(C)C)C(C)C.Cl. (5) Given the product [N:1]([CH2:4][CH:5]1[CH2:6][CH2:7][C:8](=[O:10])[N:9]1[CH2:14][C:15]([O:17][CH3:18])=[O:16])=[N+:2]=[N-:3], predict the reactants needed to synthesize it. The reactants are: [N:1]([CH2:4][CH:5]1[NH:9][C:8](=[O:10])[CH2:7][CH2:6]1)=[N+:2]=[N-:3].[H-].[Na+].Cl[CH2:14][C:15]([O:17][CH3:18])=[O:16]. (6) Given the product [CH:18]([C:12]1[C:10]2[NH:11][C:7]([S:6][CH2:5][C:4]([OH:20])=[O:3])=[N:8][C:9]=2[CH:15]=[CH:14][C:13]=1[OH:16])=[O:19], predict the reactants needed to synthesize it. The reactants are: C([O:3][C:4](=[O:20])[CH2:5][S:6][C:7]1[NH:11][C:10]2[C:12]([CH:18]=[O:19])=[C:13]([O:16]C)[CH:14]=[CH:15][C:9]=2[N:8]=1)C.B(Br)(Br)Br. (7) Given the product [CH2:12]([O:6][C:5](=[O:7])[C:4]1[C:3](=[C:2]([NH2:1])[CH:10]=[CH:9][CH:8]=1)[OH:11])[CH3:13], predict the reactants needed to synthesize it. The reactants are: [NH2:1][C:2]1[CH:10]=[CH:9][CH:8]=[C:4]([C:5]([OH:7])=[O:6])[C:3]=1[OH:11].[CH3:12][CH2:13]O. (8) The reactants are: C[Si]([C:5]#[N:6])(C)C.[CH3:7][C:8]([C:10]1[CH:15]=[CH:14][CH:13]=[C:12]([Br:16])[CH:11]=1)=O.[NH4+:17].[Cl-]. Given the product [NH2:17][C:8]([C:10]1[CH:15]=[CH:14][CH:13]=[C:12]([Br:16])[CH:11]=1)([CH3:7])[C:5]#[N:6], predict the reactants needed to synthesize it. (9) The reactants are: C(OC(N1CCC(NC2CCNCC2)CC1)=O)(C)(C)C.[C:21]([O:25][C:26]([N:28]1[CH2:33][CH2:32][CH:31]([N:34]([CH2:40][CH:41]2[CH2:45][CH2:44][N:43](C(OCC3C=CC=CC=3)=O)[CH2:42]2)[CH2:35][CH2:36][N:37]([CH3:39])[CH3:38])[CH2:30][CH2:29]1)=[O:27])([CH3:24])([CH3:23])[CH3:22]. Given the product [C:21]([O:25][C:26]([N:28]1[CH2:29][CH2:30][CH:31]([N:34]([CH2:35][CH2:36][N:37]([CH3:39])[CH3:38])[CH2:40][CH:41]2[CH2:45][CH2:44][NH:43][CH2:42]2)[CH2:32][CH2:33]1)=[O:27])([CH3:24])([CH3:23])[CH3:22], predict the reactants needed to synthesize it. (10) Given the product [CH:26]1([C:24]2[N:23]([CH3:29])[C:22]3[CH:30]=[C:18]([N:11]4[CH:12]=[CH:13][C:8]([O:7][CH2:6][C:5]5[CH:15]=[CH:16][C:2]([F:1])=[CH:3][CH:4]=5)=[CH:9][C:10]4=[O:14])[CH:19]=[CH:20][C:21]=3[N:25]=2)[CH2:27][CH2:28]1, predict the reactants needed to synthesize it. The reactants are: [F:1][C:2]1[CH:16]=[CH:15][C:5]([CH2:6][O:7][C:8]2[CH:13]=[CH:12][NH:11][C:10](=[O:14])[CH:9]=2)=[CH:4][CH:3]=1.Br[C:18]1[CH:19]=[CH:20][C:21]2[N:25]=[C:24]([CH:26]3[CH2:28][CH2:27]3)[N:23]([CH3:29])[C:22]=2[CH:30]=1.C(=O)([O-])[O-].[K+].[K+].CNCCNC.N.